Dataset: Reaction yield outcomes from USPTO patents with 853,638 reactions. Task: Predict the reaction yield, written as a fraction of the theoretical maximum amount of product (1.0 means a 100% yield; for example, 0.34 means a 34% yield). (1) The reactants are [Cl:1][C:2]1[CH:3]=[C:4]([C:8]#[C:9][C:10]2[CH2:11][C:12]3([O:23][N:24]=2)[CH2:16][CH2:15][N:14]([C:17]([N:19]([O:21][CH3:22])[CH3:20])=[O:18])[CH2:13]3)[CH:5]=[CH:6][CH:7]=1.Cl[C:26]1C=C(C#CC2CC3(CCNC3)ON=2)C=CC=1. No catalyst specified. The product is [Cl:1][C:2]1[CH:3]=[C:4]([C:8]#[C:9][C:10]2[CH2:11][C:12]3([CH2:16][CH2:15][N:14]([C:17]([N:19]([O:21][CH3:22])[CH3:20])=[O:18])[CH2:13][CH2:26]3)[O:23][N:24]=2)[CH:5]=[CH:6][CH:7]=1. The yield is 0.740. (2) The reactants are [NH2:1][CH2:2][CH2:3][C:4]1[N:5]=[C:6]([NH:9][C:10]([NH:12][C:13]2[CH:18]=[CH:17][C:16]([CH3:19])=[CH:15][C:14]=2[C:20]([CH:22]2[CH2:26][CH2:25][CH2:24][CH2:23]2)=[O:21])=[O:11])[S:7][CH:8]=1.[CH3:27][S:28](Cl)(=[O:30])=[O:29].N1C=CC=CC=1. The catalyst is C(Cl)Cl. The product is [CH:22]1([C:20]([C:14]2[CH:15]=[C:16]([CH3:19])[CH:17]=[CH:18][C:13]=2[NH:12][C:10](=[O:11])[NH:9][C:6]2[S:7][CH:8]=[C:4]([CH2:3][CH2:2][NH:1][S:28]([CH3:27])(=[O:30])=[O:29])[N:5]=2)=[O:21])[CH2:23][CH2:24][CH2:25][CH2:26]1. The yield is 0.750.